Regression/Classification. Given a drug SMILES string, predict its absorption, distribution, metabolism, or excretion properties. Task type varies by dataset: regression for continuous measurements (e.g., permeability, clearance, half-life) or binary classification for categorical outcomes (e.g., BBB penetration, CYP inhibition). Dataset: hlm. From a dataset of Human liver microsome stability data. (1) The drug is Cc1ccc2[nH]c(SCc3ccccn3)nc2c1. The result is 0 (unstable in human liver microsomes). (2) The compound is COc1ccc(-c2nc(Nc3cccc(NC(=O)NC4CCNC4)c3)nc3[nH]cnc23)cc1. The result is 0 (unstable in human liver microsomes). (3) The result is 1 (stable in human liver microsomes). The drug is c1ccc(OC[C@@H]2CC[C@H]3CN(c4ncccn4)CCN3C2)cc1. (4) The molecule is c1cncc(-c2cc[nH]n2)c1. The result is 0 (unstable in human liver microsomes). (5) The drug is Clc1ccc2c(NCCNCc3ccc(-c4cccnc4)s3)ccnc2c1. The result is 1 (stable in human liver microsomes).